From a dataset of Catalyst prediction with 721,799 reactions and 888 catalyst types from USPTO. Predict which catalyst facilitates the given reaction. (1) Reactant: [Br:1][C:2]1[CH:3]=[C:4]([OH:8])[CH:5]=[N:6][CH:7]=1.[C:9]1(P([C:9]2[CH:14]=[CH:13][CH:12]=[CH:11][CH:10]=2)[C:9]2[CH:14]=[CH:13][CH:12]=[CH:11][CH:10]=2)[CH:14]=[CH:13][CH:12]=[CH:11][CH:10]=1.C1(O)CCCCC1. Product: [Br:1][C:2]1[CH:7]=[N:6][CH:5]=[C:4]([O:8][CH:9]2[CH2:14][CH2:13][CH2:12][CH2:11][CH2:10]2)[CH:3]=1. The catalyst class is: 1. (2) Reactant: Cl.[CH:2]([N:5]1[C:9]([C:10]2[N:19]=[C:18]3[N:12]([CH2:13][CH2:14][O:15][C:16]4[CH:23]=[C:22]([CH:24]5[CH2:29][CH2:28][NH:27][CH2:26][CH2:25]5)[CH:21]=[CH:20][C:17]=43)[CH:11]=2)=[N:8][C:7]([CH3:30])=[N:6]1)([CH3:4])[CH3:3].OP([O-])([O-])=O.[Na+].[Na+].Br[CH2:39][CH2:40][O:41]C1CCCCO1.[I-].[K+]. Product: [CH:2]([N:5]1[C:9]([C:10]2[N:19]=[C:18]3[C:17]4[CH:20]=[CH:21][C:22]([CH:24]5[CH2:29][CH2:28][N:27]([CH2:39][CH2:40][OH:41])[CH2:26][CH2:25]5)=[CH:23][C:16]=4[O:15][CH2:14][CH2:13][N:12]3[CH:11]=2)=[N:8][C:7]([CH3:30])=[N:6]1)([CH3:4])[CH3:3]. The catalyst class is: 338. (3) Reactant: Cl[C:2]1[C:7]([I:8])=[C:6]([O:9][CH3:10])[N:5]=[C:4]([S:11][CH3:12])[N:3]=1.Cl.[NH2:14][C@@H:15]1[CH2:19][C@H:18]([CH2:20][OH:21])[C@@H:17]([OH:22])[C@H:16]1[OH:23].C(N(CC)CC)C. Product: [OH:21][CH2:20][C@H:18]1[CH2:19][C@@H:15]([NH:14][C:2]2[C:7]([I:8])=[C:6]([O:9][CH3:10])[N:5]=[C:4]([S:11][CH3:12])[N:3]=2)[C@H:16]([OH:23])[C@@H:17]1[OH:22]. The catalyst class is: 14. (4) Reactant: [Cl:1][C:2]1[CH:7]=[CH:6][C:5]([C:8]2([C:18]3[CH:23]=[CH:22][C:21]([Cl:24])=[CH:20][CH:19]=3)[CH2:12][CH2:11][N:10]([CH2:13][C:14](O)=[O:15])[C:9]2=[O:17])=[CH:4][CH:3]=1.[N:25]1([C:31]([O:33][C:34]([CH3:37])([CH3:36])[CH3:35])=[O:32])[CH2:30][CH2:29][NH:28][CH2:27][CH2:26]1.Cl.CN(C)CCCN=C=NCC. Product: [Cl:24][C:21]1[CH:22]=[CH:23][C:18]([C:8]2([C:5]3[CH:4]=[CH:3][C:2]([Cl:1])=[CH:7][CH:6]=3)[CH2:12][CH2:11][N:10]([CH2:13][C:14]([N:28]3[CH2:27][CH2:26][N:25]([C:31]([O:33][C:34]([CH3:37])([CH3:36])[CH3:35])=[O:32])[CH2:30][CH2:29]3)=[O:15])[C:9]2=[O:17])=[CH:19][CH:20]=1. The catalyst class is: 172. (5) Reactant: C([O-])([O-])=O.[Na+].[Na+].COC([C:11]1[NH:12][C:13]2[CH:14]=[C:15]([NH:25][C:26]([O:28][C:29]([CH3:32])([CH3:31])[CH3:30])=[O:27])[CH:16]=[C:17]3[C:23](=[O:24])[NH:22][N:21]=[CH:20][C:19]=1[C:18]=23)=O.[C:33]([O:37][C:38]([N:40]1[CH2:45][CH:44]=[C:43](B2OC(C)(C)C(C)(C)O2)[CH2:42][CH2:41]1)=[O:39])([CH3:36])([CH3:35])[CH3:34]. Product: [C:33]([O:37][C:38]([N:40]1[CH2:41][CH:42]=[C:43]([C:11]2[NH:12][C:13]3[CH:14]=[C:15]([NH:25][C:26]([O:28][C:29]([CH3:30])([CH3:31])[CH3:32])=[O:27])[CH:16]=[C:17]4[C:23](=[O:24])[NH:22][N:21]=[CH:20][C:19]=2[C:18]=34)[CH2:44][CH2:45]1)=[O:39])([CH3:36])([CH3:34])[CH3:35]. The catalyst class is: 423. (6) Reactant: [CH3:1][O:2][C:3](=[O:17])[C:4]1[CH:9]=[CH:8][C:7]([C:10]2[O:11][C:12]([CH:15]=O)=[CH:13][CH:14]=2)=[CH:6][CH:5]=1.[CH2:18]([N:25]1[C:29](=[O:30])[CH2:28][S:27][C:26]1=[S:31])[C:19]1[CH:24]=[CH:23][CH:22]=[CH:21][CH:20]=1. Product: [CH3:1][O:2][C:3](=[O:17])[C:4]1[CH:5]=[CH:6][C:7]([C:10]2[O:11][C:12]([CH:15]=[C:28]3[S:27][C:26](=[S:31])[N:25]([CH2:18][C:19]4[CH:24]=[CH:23][CH:22]=[CH:21][CH:20]=4)[C:29]3=[O:30])=[CH:13][CH:14]=2)=[CH:8][CH:9]=1. The catalyst class is: 360.